The task is: Predict the reactants needed to synthesize the given product.. This data is from Full USPTO retrosynthesis dataset with 1.9M reactions from patents (1976-2016). Given the product [C:61]([CH2:63][C:64]1[CH:65]=[CH:66][C:67]([C:68]([CH2:70][CH2:71][O:72][C:73]([CH2:75][NH:76][C:77]2[CH:82]=[C:81]([O:83][CH3:84])[CH:80]=[CH:79][C:78]=2[C@@H:85]2[CH2:94][CH2:93][C:92]3[CH:91]=[C:90]([O:95][C:96](=[O:101])[C:97]([CH3:98])([CH3:100])[CH3:99])[CH:89]=[CH:88][C:87]=3[CH2:86]2)=[O:74])=[O:69])=[CH:102][CH:103]=1)([OH:62])=[O:60], predict the reactants needed to synthesize it. The reactants are: C(OC(CNC1C=C(OC)C=CC=1[C@@H]1CCC2C=C(OC(=O)C(C)(C)C)C=CC=2C1)=O)C.C(OC(CC1C=CC(C(O)=O)=CC=1)=O)C1C=CC=CC=1.C([O:60][C:61]([CH2:63][C:64]1[CH:103]=[CH:102][C:67]([C:68]([CH2:70][CH2:71][O:72][C:73]([CH2:75][NH:76][C:77]2[CH:82]=[C:81]([O:83][CH3:84])[CH:80]=[CH:79][C:78]=2[C@@H:85]2[CH2:94][CH2:93][C:92]3[CH:91]=[C:90]([O:95][C:96](=[O:101])[C:97]([CH3:100])([CH3:99])[CH3:98])[CH:89]=[CH:88][C:87]=3[CH2:86]2)=[O:74])=[O:69])=[CH:66][CH:65]=1)=[O:62])C1C=CC=CC=1.